This data is from Peptide-MHC class I binding affinity with 185,985 pairs from IEDB/IMGT. The task is: Regression. Given a peptide amino acid sequence and an MHC pseudo amino acid sequence, predict their binding affinity value. This is MHC class I binding data. (1) The peptide sequence is RPGPVKFSL. The MHC is HLA-A02:11 with pseudo-sequence HLA-A02:11. The binding affinity (normalized) is 0.0847. (2) The peptide sequence is FFTTSLFLH. The MHC is HLA-A68:01 with pseudo-sequence HLA-A68:01. The binding affinity (normalized) is 0.0647.